From a dataset of Catalyst prediction with 721,799 reactions and 888 catalyst types from USPTO. Predict which catalyst facilitates the given reaction. (1) The catalyst class is: 1. Reactant: [F:1][C:2]1[CH:10]=[CH:9][C:5]([C:6]([OH:8])=O)=[CH:4][CH:3]=1.CN(C(ON1N=NC2C=CC=NC1=2)=[N+](C)C)C.F[P-](F)(F)(F)(F)F.CN1CCOCC1.[CH3:42][O:43][C:44]1[C:45]2[N:58]=[C:57]([NH2:59])[S:56][C:46]=2[C:47]([C:50]2[CH:55]=[CH:54][CH:53]=[CH:52][CH:51]=2)=[N:48][CH:49]=1. Product: [F:1][C:2]1[CH:3]=[CH:4][C:5]([C:6]([NH:59][C:57]2[S:56][C:46]3[C:47]([C:50]4[CH:51]=[CH:52][CH:53]=[CH:54][CH:55]=4)=[N:48][CH:49]=[C:44]([O:43][CH3:42])[C:45]=3[N:58]=2)=[O:8])=[CH:9][CH:10]=1. (2) Product: [Cl:24][C:25]1[CH:26]=[C:27]([CH:31]=[CH:32][C:33]=1[Cl:34])[C:28]([NH:38][CH2:35][C:5]1[CH:4]=[CH:13][CH:12]=[C:11]2[C:6]=1[C:7](=[O:23])[N:8]([CH:15]1[CH2:20][CH2:19][C:18](=[O:21])[NH:17][C:16]1=[O:22])[C:9]([CH3:14])=[N:10]2)=[O:29]. Reactant: Cl.NC[C:4]1[CH:5]=[C:6]2[C:11](=[CH:12][CH:13]=1)[N:10]=[C:9]([CH3:14])[N:8]([CH:15]1[CH2:20][CH2:19][C:18](=[O:21])[NH:17][C:16]1=[O:22])[C:7]2=[O:23].[Cl:24][C:25]1[CH:26]=[C:27]([CH:31]=[CH:32][C:33]=1[Cl:34])[C:28](Cl)=[O:29].[CH:35]([N:38](CC)C(C)C)(C)C. The catalyst class is: 10. (3) Reactant: [Cl:1][C:2]1[C:11]2[C:6](=[CH:7][CH:8]=[CH:9][CH:10]=2)[CH:5]=[C:4]([CH3:12])[C:3]=1[OH:13].[F:14][C:15]([F:28])([F:27])[S:16](O[S:16]([C:15]([F:28])([F:27])[F:14])(=[O:18])=[O:17])(=[O:18])=[O:17].N1C(C)=CC=CC=1C. Product: [Cl:1][C:2]1[C:11]2[C:6](=[CH:7][CH:8]=[CH:9][CH:10]=2)[CH:5]=[C:4]([CH3:12])[C:3]=1[O:13][S:16]([C:15]([F:28])([F:27])[F:14])(=[O:18])=[O:17]. The catalyst class is: 4. (4) Reactant: [N:1]1[CH:6]=[C:5]([C@@H:7]2[CH2:12][CH2:11][CH2:10][N:8]2[CH3:9])[CH:4]=[CH:3][CH:2]=1.[Br:13][CH2:14][CH2:15][CH2:16][CH2:17][CH2:18][CH2:19][CH:20]1[CH2:25][CH2:24][CH2:23][CH2:22][CH2:21]1. Product: [BrH:13].[Br-:13].[CH:20]1([CH2:19][CH2:18][CH2:17][CH2:16][CH2:15][CH2:14][N+:1]2[CH:2]=[CH:3][CH:4]=[C:5]([C@@H:7]3[CH2:12][CH2:11][CH2:10][N:8]3[CH3:9])[CH:6]=2)[CH2:25][CH2:24][CH2:23][CH2:22][CH2:21]1. The catalyst class is: 52. (5) Reactant: C1C2C(COC(=O)[NH:17][C:18]3[CH:23]=[CH:22][C:21]([S:24][C:25]4[CH:30]=[CH:29][C:28]([C:31](=[O:39])[NH:32][C:33]5[S:37][N:36]=[C:35]([CH3:38])[CH:34]=5)=[CH:27][C:26]=4[NH:40][C:41]4[C:42]5[CH:50]=[CH:49][C:48]([CH:51]([CH3:53])[CH3:52])=[N:47][C:43]=5[N:44]=[CH:45][N:46]=4)=[CH:20][CH:19]=3)C3C(=CC=CC=3)C=2C=CC=1.O.[OH-].[Li+].Cl. Product: [NH2:17][C:18]1[CH:23]=[CH:22][C:21]([S:24][C:25]2[CH:30]=[CH:29][C:28]([C:31]([NH:32][C:33]3[S:37][N:36]=[C:35]([CH3:38])[CH:34]=3)=[O:39])=[CH:27][C:26]=2[NH:40][C:41]2[C:42]3[CH:50]=[CH:49][C:48]([CH:51]([CH3:53])[CH3:52])=[N:47][C:43]=3[N:44]=[CH:45][N:46]=2)=[CH:20][CH:19]=1. The catalyst class is: 708. (6) Reactant: [F:1][C:2]1[CH:7]=[CH:6][C:5]([C:8]2([C:18]3[CH:23]=[CH:22][C:21]([F:24])=[CH:20][CH:19]=3)[CH2:12][CH2:11][N:10]([CH2:13][C:14](O)=[O:15])[C:9]2=[O:17])=[CH:4][CH:3]=1.[Cl:25][C:26]1[CH:31]=[CH:30][C:29]([CH2:32][CH2:33]/[C:34](=[N:37]/[H])/[NH:35]O)=[CH:28][CH:27]=1.C(N=C=NCCCN(C)C)C. Product: [Cl:25][C:26]1[CH:27]=[CH:28][C:29]([CH2:32][CH2:33][C:34]2[N:35]=[C:14]([CH2:13][N:10]3[CH2:11][CH2:12][C:8]([C:18]4[CH:23]=[CH:22][C:21]([F:24])=[CH:20][CH:19]=4)([C:5]4[CH:6]=[CH:7][C:2]([F:1])=[CH:3][CH:4]=4)[C:9]3=[O:17])[O:15][N:37]=2)=[CH:30][CH:31]=1. The catalyst class is: 155. (7) Reactant: [CH3:1][O:2][C:3](=[O:23])[C:4]([C:16]1[CH:21]=[CH:20][C:19]([OH:22])=[CH:18][CH:17]=1)=[CH:5][C:6]1[CH:11]=[C:10]([O:12][CH3:13])[CH:9]=[C:8]([O:14][CH3:15])[CH:7]=1.[H-].[Na+].F[C:27]1[CH:34]=[CH:33][C:30]([CH:31]=[O:32])=[CH:29][CH:28]=1. Product: [CH3:1][O:2][C:3](=[O:23])[C:4]([C:16]1[CH:17]=[CH:18][C:19]([O:22][C:27]2[CH:34]=[CH:33][C:30]([CH:31]=[O:32])=[CH:29][CH:28]=2)=[CH:20][CH:21]=1)=[CH:5][C:6]1[CH:7]=[C:8]([O:14][CH3:15])[CH:9]=[C:10]([O:12][CH3:13])[CH:11]=1. The catalyst class is: 39. (8) Reactant: [C:1]([C:4]1[CH:9]=[CH:8][CH:7]=[C:6]([C:10](=O)[CH3:11])[N:5]=1)(=O)[CH3:2].[CH2:13]([C:16]1[CH:22]=[C:21]([CH:23]([CH3:25])[CH3:24])[C:19]([NH2:20])=[C:18]([CH:26]([CH3:28])[CH3:27])[CH:17]=1)[CH:14]=[CH2:15].C(O)=O. Product: [CH2:13]([C:16]1[CH:17]=[C:18]([CH:26]([CH3:28])[CH3:27])[C:19]([N:20]=[C:1]([C:4]2[CH:9]=[CH:8][CH:7]=[C:6]([C:10](=[N:20][C:19]3[C:21]([CH:23]([CH3:24])[CH3:25])=[CH:22][C:16]([CH2:13][CH:14]=[CH2:15])=[CH:17][C:18]=3[CH:26]([CH3:28])[CH3:27])[CH3:11])[N:5]=2)[CH3:2])=[C:21]([CH:23]([CH3:24])[CH3:25])[CH:22]=1)[CH:14]=[CH2:15]. The catalyst class is: 5.